From a dataset of Catalyst prediction with 721,799 reactions and 888 catalyst types from USPTO. Predict which catalyst facilitates the given reaction. Reactant: Br[C:2]1[CH:42]=[CH:41][C:5]([CH2:6][O:7][CH:8]2[CH:13]([C:14]3[CH:19]=[CH:18][C:17]([O:20][CH2:21][CH2:22][CH2:23][O:24][CH2:25][C:26]4[CH:31]=[CH:30][CH:29]=[CH:28][C:27]=4[O:32][CH3:33])=[CH:16][CH:15]=3)[CH2:12][CH2:11][N:10]([C:34]([O:36][C:37]([CH3:40])([CH3:39])[CH3:38])=[O:35])[CH2:9]2)=[CH:4][C:3]=1[O:43][CH2:44][CH2:45][CH2:46][O:47][CH3:48].[CH2:49](O)[CH3:50].[C:52](=[O:55])([O-])[O-].[Na+].[Na+].[C:58](=O)([O-])O.[Na+]. Product: [O:55]1[CH:52]=[CH:50][CH:49]=[C:58]1[C:2]1[CH:42]=[CH:41][C:5]([CH2:6][O:7][CH:8]2[CH:13]([C:14]3[CH:15]=[CH:16][C:17]([O:20][CH2:21][CH2:22][CH2:23][O:24][CH2:25][C:26]4[CH:31]=[CH:30][CH:29]=[CH:28][C:27]=4[O:32][CH3:33])=[CH:18][CH:19]=3)[CH2:12][CH2:11][N:10]([C:34]([O:36][C:37]([CH3:38])([CH3:39])[CH3:40])=[O:35])[CH2:9]2)=[CH:4][C:3]=1[O:43][CH2:44][CH2:45][CH2:46][O:47][CH3:48]. The catalyst class is: 104.